The task is: Predict the product of the given reaction.. This data is from Forward reaction prediction with 1.9M reactions from USPTO patents (1976-2016). Given the reactants [CH2:1]([O:8][C:9]1[C:10]2[N:11]([C:15]([C:18]3[CH:23]=[CH:22][N:21]=[C:20](Cl)[N:19]=3)=[CH:16][N:17]=2)[CH:12]=[CH:13][CH:14]=1)[C:2]1[CH:7]=[CH:6][CH:5]=[CH:4][CH:3]=1.[CH2:25]([O:27][C:28]([CH:30]1[CH2:35][CH2:34][CH:33]([NH2:36])[CH2:32][CH2:31]1)=[O:29])[CH3:26], predict the reaction product. The product is: [CH2:25]([O:27][C:28]([CH:30]1[CH2:35][CH2:34][CH:33]([NH:36][C:20]2[N:19]=[C:18]([C:15]3[N:11]4[CH:12]=[CH:13][CH:14]=[C:9]([O:8][CH2:1][C:2]5[CH:7]=[CH:6][CH:5]=[CH:4][CH:3]=5)[C:10]4=[N:17][CH:16]=3)[CH:23]=[CH:22][N:21]=2)[CH2:32][CH2:31]1)=[O:29])[CH3:26].